This data is from Forward reaction prediction with 1.9M reactions from USPTO patents (1976-2016). The task is: Predict the product of the given reaction. (1) Given the reactants [CH3:1][CH2:2][CH2:3][CH2:4][CH2:5][CH2:6][CH2:7][CH2:8][CH2:9][CH2:10][CH2:11][C:12]([O:14][CH2:15][CH:16]([OH:19])[CH2:17][OH:18])=[O:13].C([OH:23])(C)C, predict the reaction product. The product is: [CH3:1][CH2:2][CH2:3][CH2:4][CH2:5][CH2:6][CH2:7][CH2:8][CH2:9][CH2:10][CH2:11][C:12]([O:14][CH2:15][CH:16]([OH:19])[CH2:17][OH:18])=[O:13].[C:12]([OH:14])(=[O:13])[C:11]1[C:10](=[CH:9][CH:8]=[CH:7][CH:6]=1)[OH:23]. (2) Given the reactants C([O:5][C@@H:6]([C@H:8]1[CH2:12][O:11][C:10](=[O:13])[N:9]1[CH2:14][C:15]1[CH:20]=[CH:19][C:18]([O:21][CH3:22])=[CH:17][CH:16]=1)[CH3:7])(C)(C)C.C(O)(C(F)(F)F)=O, predict the reaction product. The product is: [OH:5][C@@H:6]([C@H:8]1[CH2:12][O:11][C:10](=[O:13])[N:9]1[CH2:14][C:15]1[CH:20]=[CH:19][C:18]([O:21][CH3:22])=[CH:17][CH:16]=1)[CH3:7]. (3) Given the reactants [C:1]([C:5]1[CH:10]=[CH:9][CH:8]=[CH:7][C:6]=1[N:11]1[CH2:16][CH2:15][N:14]([C:17]([C:19]2[CH:20]=[CH:21][C:22]([S:25][CH2:26][C:27]([O:29]CC)=[O:28])=[N:23][CH:24]=2)=[O:18])[CH2:13][CH2:12]1)([CH3:4])([CH3:3])[CH3:2].[OH-].[Na+].CO.Cl, predict the reaction product. The product is: [C:1]([C:5]1[CH:10]=[CH:9][CH:8]=[CH:7][C:6]=1[N:11]1[CH2:16][CH2:15][N:14]([C:17]([C:19]2[CH:20]=[CH:21][C:22]([S:25][CH2:26][C:27]([OH:29])=[O:28])=[N:23][CH:24]=2)=[O:18])[CH2:13][CH2:12]1)([CH3:4])([CH3:2])[CH3:3]. (4) Given the reactants Br[C:2]1[N:6]=[C:5]([C:7]2[CH:12]=[CH:11][CH:10]=[C:9]([O:13][C:14]([F:17])([F:16])[F:15])[CH:8]=2)[N:4]([CH3:18])[C:3]=1[CH:19]=[O:20].[CH3:21][O-:22].[Na+], predict the reaction product. The product is: [CH3:21][O:22][C:2]1[N:6]=[C:5]([C:7]2[CH:12]=[CH:11][CH:10]=[C:9]([O:13][C:14]([F:17])([F:16])[F:15])[CH:8]=2)[N:4]([CH3:18])[C:3]=1[CH:19]=[O:20]. (5) Given the reactants [OH:1][C:2]1[CH:3]=[C:4]([CH:8]=[C:9]([N+:11]([O-:13])=[O:12])[CH:10]=1)[C:5]([OH:7])=[O:6].[CH3:14]O, predict the reaction product. The product is: [OH:1][C:2]1[CH:3]=[C:4]([CH:8]=[C:9]([N+:11]([O-:13])=[O:12])[CH:10]=1)[C:5]([O:7][CH3:14])=[O:6]. (6) Given the reactants [CH3:1][O:2][C:3](=[O:28])[CH:4]([N:13]1[C:17]([CH2:18][CH2:19][O:20][Si](C(C)(C)C)(C)C)=[CH:16][N:15]=[CH:14]1)[C:5]1[CH:10]=[CH:9][CH:8]=[CH:7][C:6]=1[O:11][CH3:12].Cl.O1CCOCC1, predict the reaction product. The product is: [CH3:1][O:2][C:3](=[O:28])[CH:4]([N:13]1[C:17]([CH2:18][CH2:19][OH:20])=[CH:16][N:15]=[CH:14]1)[C:5]1[CH:10]=[CH:9][CH:8]=[CH:7][C:6]=1[O:11][CH3:12].